This data is from Reaction yield outcomes from USPTO patents with 853,638 reactions. The task is: Predict the reaction yield, written as a fraction of the theoretical maximum amount of product (1.0 means a 100% yield; for example, 0.34 means a 34% yield). The reactants are B(Br)(Br)Br.C[O:6][C:7]1[C:12]([C:13]2[CH:18]=[CH:17][CH:16]=[CH:15][CH:14]=2)=[C:11]([O:19]C)[CH:10]=[CH:9][C:8]=1[CH2:21][CH2:22][C:23]([OH:25])=[O:24].[CH2:26](Cl)Cl. No catalyst specified. The product is [OH:6][C:7]1[C:12]([C:13]2[CH:18]=[CH:17][CH:16]=[CH:15][CH:14]=2)=[C:11]([OH:19])[CH:10]=[CH:9][C:8]=1[CH2:21][CH2:22][C:23]([O:25][CH3:26])=[O:24]. The yield is 0.940.